Dataset: hERG Central: cardiac toxicity at 1µM, 10µM, and general inhibition. Task: Predict hERG channel inhibition at various concentrations. (1) The drug is CSc1ccccc1N1CCN(C(=O)Nc2ccc3c(c2)NC(=O)CO3)CC1. Results: hERG_inhib (hERG inhibition (general)): blocker. (2) The drug is CN1CCN(c2ccc([N+](=O)[O-])cc2NC(=O)c2ccco2)CC1. Results: hERG_inhib (hERG inhibition (general)): blocker. (3) The drug is CCn1c(SCc2ccc(Cl)c(Cl)c2)nnc1-c1nn(-c2ccccc2)ccc1=O. Results: hERG_inhib (hERG inhibition (general)): blocker. (4) The compound is CCCCc1ccc(NC(=O)CSc2nc(=O)n(CCN(CC)CC)c3c2CCC3)cc1. Results: hERG_inhib (hERG inhibition (general)): blocker. (5) The drug is O=C(CCCN1C(=O)C2CCCCN2C1=O)N1CCN(c2ccc([N+](=O)[O-])cc2)CC1. Results: hERG_inhib (hERG inhibition (general)): blocker. (6) The drug is O=C(CCN1C(=O)C2C3CCC(C3)C2C1=O)OCC(=O)c1ccc(Cl)cc1. Results: hERG_inhib (hERG inhibition (general)): blocker. (7) The molecule is CC1(OC(=O)CCc2ccccc2)C(=O)C=C2C=C(c3ccc(C#N)cc3)N(CCc3ccccn3)C=C2C1=O. Results: hERG_inhib (hERG inhibition (general)): blocker. (8) The compound is N#Cc1ccc(OCC(=O)N2CCN(S(=O)(=O)c3cccs3)CC2)cc1. Results: hERG_inhib (hERG inhibition (general)): blocker. (9) The drug is O=C(CSc1ncnc2c1cnn2-c1ccccc1Cl)N1CCN(C(=O)c2ccco2)CC1. Results: hERG_inhib (hERG inhibition (general)): blocker. (10) The drug is O=C(C[n+]1cccc2ccccc21)c1ccc([N+](=O)[O-])cc1.[Br-]. Results: hERG_inhib (hERG inhibition (general)): blocker.